From a dataset of Catalyst prediction with 721,799 reactions and 888 catalyst types from USPTO. Predict which catalyst facilitates the given reaction. (1) Product: [F:25][C:24]1[C:19]([NH:18][C:16]2[CH:15]=[CH:14][C:7]3[O:8][C:9]([CH3:13])([CH3:12])[C:10](=[O:11])[N:5]([CH2:4][O:3][P:1]([O-:39])([O-:40])=[O:2])[C:6]=3[N:17]=2)=[N:20][C:21]([NH:26][C:27]2[CH:32]=[C:31]([O:33][CH3:34])[C:30]([O:35][CH3:36])=[C:29]([O:37][CH3:38])[CH:28]=2)=[N:22][CH:23]=1.[CH2:89]([NH+:91]([CH2:94][CH3:95])[CH2:92][CH3:93])[CH3:90].[CH2:89]([NH+:91]([CH2:94][CH3:95])[CH2:92][CH3:93])[CH3:90]. Reactant: [P:1]([OH:40])([OH:39])([O:3][CH2:4][N:5]1[C:10](=[O:11])[C:9]([CH3:13])([CH3:12])[O:8][C:7]2[CH:14]=[CH:15][C:16]([NH:18][C:19]3[C:24]([F:25])=[CH:23][N:22]=[C:21]([NH:26][C:27]4[CH:32]=[C:31]([O:33][CH3:34])[C:30]([O:35][CH3:36])=[C:29]([O:37][CH3:38])[CH:28]=4)[N:20]=3)=[N:17][C:6]1=2)=[O:2].O.O.O.O.O.O.P([O-])([O-])(OCN1C(=O)C(C)(C)OC2C=CC(NC3C(F)=CN=C(NC4C=C(OC)C(OC)=C(OC)C=4)N=3)=NC1=2)=O.[Na+].[Na+].[CH2:89]([N:91]([CH2:94][CH3:95])[CH2:92][CH3:93])[CH3:90]. The catalyst class is: 252. (2) Reactant: FC(F)(F)C(O)=O.[Cl:8][C:9]1[C:10]([F:46])=[C:11]([CH:15]2[C:19]([C:22]3[CH:27]=[CH:26][C:25]([Cl:28])=[CH:24][C:23]=3[F:29])([C:20]#[N:21])[CH:18]([CH2:30][C:31]([CH3:42])([C:33]([O:35][C:36]3[CH:41]=[CH:40][CH:39]=[CH:38][CH:37]=3)=[O:34])[CH3:32])[NH:17][CH:16]2[C:43]([OH:45])=O)[CH:12]=[CH:13][CH:14]=1.CC1(C)[O:52][C@@H:51]([CH2:53][CH2:54][NH2:55])[CH2:50][O:49]1.CN(C(ON1N=NC2C=CC=NC1=2)=[N+](C)C)C.F[P-](F)(F)(F)(F)F.CCN(C(C)C)C(C)C.Cl. Product: [OH:52][C@H:51]([CH2:50][OH:49])[CH2:53][CH2:54][NH:55][C:43]([CH:16]1[CH:15]([C:11]2[CH:12]=[CH:13][CH:14]=[C:9]([Cl:8])[C:10]=2[F:46])[C:19]([C:22]2[CH:27]=[CH:26][C:25]([Cl:28])=[CH:24][C:23]=2[F:29])([C:20]#[N:21])[CH:18]([CH2:30][C:31]([CH3:42])([C:33]([O:35][C:36]2[CH:41]=[CH:40][CH:39]=[CH:38][CH:37]=2)=[O:34])[CH3:32])[NH:17]1)=[O:45]. The catalyst class is: 539. (3) The catalyst class is: 2. Reactant: C(OC([NH:8][CH:9]([C:31]([CH3:34])([CH3:33])[CH3:32])[C:10]([N:12]1[CH2:16][CH2:15][CH:14]([O:17][C:18](=[O:20])[CH3:19])[CH:13]1[CH2:21][C:22]1[C:30]2[C:25](=[N:26][CH:27]=[CH:28][CH:29]=2)[NH:24][CH:23]=1)=[O:11])=O)(C)(C)C.C(O)(C(F)(F)F)=O. Product: [NH2:8][CH:9]([C:31]([CH3:34])([CH3:33])[CH3:32])[C:10]([N:12]1[CH2:16][CH2:15][CH:14]([O:17][C:18](=[O:20])[CH3:19])[CH:13]1[CH2:21][C:22]1[C:30]2[C:25](=[N:26][CH:27]=[CH:28][CH:29]=2)[NH:24][CH:23]=1)=[O:11].